From a dataset of Forward reaction prediction with 1.9M reactions from USPTO patents (1976-2016). Predict the product of the given reaction. (1) Given the reactants [Br:1][C:2]1[CH:11]=[CH:10][C:5]2[C:6](=[O:9])[O:7][CH2:8][C:4]=2[C:3]=1[CH:12]=[CH2:13].[CH3:14]COC(C)=O, predict the reaction product. The product is: [Br:1][C:2]1[CH:11]=[CH:10][C:5]2[C:6](=[O:9])[O:7][CH2:8][C:4]=2[C:3]=1[CH:12]1[CH2:14][CH2:13]1. (2) Given the reactants Cl[C:2]1[N:7]=[C:6]([O:8][CH2:9][C:10]2[CH:15]=[CH:14][C:13]([O:16][CH3:17])=[CH:12][CH:11]=2)[CH:5]=[CH:4][N:3]=1.[CH3:18][N:19]1[CH2:24][CH2:23][NH:22][CH2:21][CH2:20]1, predict the reaction product. The product is: [CH3:17][O:16][C:13]1[CH:14]=[CH:15][C:10]([CH2:9][O:8][C:6]2[CH:5]=[CH:4][N:3]=[C:2]([N:22]3[CH2:23][CH2:24][N:19]([CH3:18])[CH2:20][CH2:21]3)[N:7]=2)=[CH:11][CH:12]=1.